From a dataset of NCI-60 drug combinations with 297,098 pairs across 59 cell lines. Regression. Given two drug SMILES strings and cell line genomic features, predict the synergy score measuring deviation from expected non-interaction effect. Drug 1: C1=NC2=C(N=C(N=C2N1C3C(C(C(O3)CO)O)O)F)N. Drug 2: B(C(CC(C)C)NC(=O)C(CC1=CC=CC=C1)NC(=O)C2=NC=CN=C2)(O)O. Cell line: UACC-257. Synergy scores: CSS=14.9, Synergy_ZIP=-0.377, Synergy_Bliss=-3.70, Synergy_Loewe=-65.1, Synergy_HSA=-5.03.